From a dataset of Forward reaction prediction with 1.9M reactions from USPTO patents (1976-2016). Predict the product of the given reaction. (1) Given the reactants [CH2:1]([N:8]([CH3:17])[C:9]1[N:14]=[C:13]([NH2:15])[N:12]=[C:11](Cl)[N:10]=1)[C:2]1[CH:7]=[CH:6][CH:5]=[CH:4][CH:3]=1.[C:18](#[N:20])C, predict the reaction product. The product is: [NH2:15][C:13]1[N:14]=[C:9]([N:8]([CH2:1][C:2]2[CH:7]=[CH:6][CH:5]=[CH:4][CH:3]=2)[CH3:17])[N:10]=[C:11]([C:18]#[N:20])[N:12]=1. (2) Given the reactants [Cl:1][C:2]1[CH:7]=[CH:6][C:5]([CH2:8][NH:9][C:10](=[O:15])[C:11]([CH3:14])([CH3:13])[CH3:12])=[CH:4][C:3]=1[NH:16][NH:17]C(OC(C)(C)C)=O.[F:25][C:26]([F:39])([F:38])[C:27]1[CH:37]=[CH:36][C:30]([C:31]([N:33]=[C:34]=[O:35])=O)=[CH:29][CH:28]=1.FC(F)(F)C(O)=O, predict the reaction product. The product is: [Cl:1][C:2]1[CH:7]=[CH:6][C:5]([CH2:8][NH:9][C:10](=[O:15])[C:11]([CH3:14])([CH3:13])[CH3:12])=[CH:4][C:3]=1[N:16]1[C:34](=[O:35])[NH:33][C:31]([C:30]2[CH:36]=[CH:37][C:27]([C:26]([F:39])([F:38])[F:25])=[CH:28][CH:29]=2)=[N:17]1. (3) Given the reactants [F:1][C:2]([F:7])([F:6])[CH:3]1[O:5][CH2:4]1.C([Li])CCC.[F:13][C:14]1[CH:19]=[C:18]([O:20][CH3:21])[CH:17]=[CH:16][C:15]=1[CH:22]=[N:23][C:24]1[CH:33]=[CH:32][CH:31]=[C:30]2[C:25]=1[CH:26]=[CH:27][C:28](=[O:34])[NH:29]2.C(OCC)C, predict the reaction product. The product is: [F:13][C:14]1[CH:19]=[C:18]([O:20][CH3:21])[CH:17]=[CH:16][C:15]=1[CH:22]([NH:23][C:24]1[CH:33]=[CH:32][CH:31]=[C:30]2[C:25]=1[CH:26]=[CH:27][C:28](=[O:34])[NH:29]2)[C:3]1([C:2]([F:7])([F:6])[F:1])[CH2:4][O:5]1. (4) Given the reactants [N:1]1([C:7]([O:9][CH2:10][C:11]2[CH:16]=[CH:15][CH:14]=[CH:13][CH:12]=2)=[O:8])[CH2:6][CH2:5][NH:4][CH2:3][CH2:2]1.O=[C:18]1[CH2:23][CH2:22][N:21]([C:24]([O:26][C:27]([CH3:30])([CH3:29])[CH3:28])=[O:25])[CH2:20][CH2:19]1.C(O)(=O)C, predict the reaction product. The product is: [C:27]([O:26][C:24]([N:21]1[CH2:22][CH2:23][CH:18]([N:4]2[CH2:5][CH2:6][N:1]([C:7]([O:9][CH2:10][C:11]3[CH:16]=[CH:15][CH:14]=[CH:13][CH:12]=3)=[O:8])[CH2:2][CH2:3]2)[CH2:19][CH2:20]1)=[O:25])([CH3:30])([CH3:28])[CH3:29]. (5) Given the reactants Cl.[C:2]12([CH2:12][CH2:13][N:14]([O:27]CC3C=CC=CC=3)[C:15]([NH:17][CH2:18][CH2:19][CH2:20][C:21]3[CH:26]=[CH:25][N:24]=[CH:23][CH:22]=3)=[O:16])[CH2:11][CH:6]3[CH2:7][CH:8]([CH2:10][CH:4]([CH2:5]3)[CH2:3]1)[CH2:9]2, predict the reaction product. The product is: [C:2]12([CH2:12][CH2:13][N:14]([OH:27])[C:15]([NH:17][CH2:18][CH2:19][CH2:20][C:21]3[CH:26]=[CH:25][N:24]=[CH:23][CH:22]=3)=[O:16])[CH2:9][CH:8]3[CH2:7][CH:6]([CH2:5][CH:4]([CH2:10]3)[CH2:3]1)[CH2:11]2. (6) Given the reactants [F:1][C:2]1[CH:7]=[CH:6][C:5]([Mg]Br)=[CH:4][CH:3]=1.[CH3:10][O:11][C:12]([C@H:14]1[CH2:19][CH2:18][CH2:17][C:16](=[O:20])[N:15]1[C:21]([O:23][C:24]([CH3:27])([CH3:26])[CH3:25])=[O:22])=[O:13].[Cl-].[NH4+].C(OCC)(=O)C, predict the reaction product. The product is: [C:24]([O:23][C:21]([NH:15][C@H:14]([CH2:19][CH2:18][CH2:17][C:16]([C:5]1[CH:6]=[CH:7][C:2]([F:1])=[CH:3][CH:4]=1)=[O:20])[C:12]([O:11][CH3:10])=[O:13])=[O:22])([CH3:27])([CH3:26])[CH3:25]. (7) Given the reactants [H-].[Na+].[C:3]([O:11][CH2:12][CH3:13])(=[O:10])[CH2:4][C:5]([O:7][CH2:8][CH3:9])=[O:6].I[CH2:15][CH2:16][CH2:17][C:18]([F:24])([F:23])[C:19]([F:22])([F:21])[F:20].O, predict the reaction product. The product is: [F:23][C:18]([F:24])([C:19]([F:22])([F:21])[F:20])[CH2:17][CH2:16][CH2:15][CH:4]([C:5]([O:7][CH2:8][CH3:9])=[O:6])[C:3]([O:11][CH2:12][CH3:13])=[O:10].